Dataset: Full USPTO retrosynthesis dataset with 1.9M reactions from patents (1976-2016). Task: Predict the reactants needed to synthesize the given product. (1) The reactants are: [CH3:1][CH:2]1[CH2:7][N:6]([C:8]2[CH:15]=[CH:14][C:11]([CH:12]=O)=[CH:10][N:9]=2)[CH2:5][CH:4]([CH3:16])[O:3]1.[F:17][CH:18]([C:31]1[CH:35]=[C:34]([CH3:36])[N:33]([CH:37]2[CH2:42][CH2:41][CH2:40][CH2:39][O:38]2)[N:32]=1)S(C1SC2C=CC=CC=2N=1)(=O)=O.C[Si](C)(C)[N-][Si](C)(C)C.[Li+].[Cl-].[NH4+]. Given the product [F:17]/[C:18](/[C:31]1[CH:35]=[C:34]([CH3:36])[N:33]([CH:37]2[CH2:42][CH2:41][CH2:40][CH2:39][O:38]2)[N:32]=1)=[CH:12]\[C:11]1[CH:14]=[CH:15][C:8]([N:6]2[CH2:7][CH:2]([CH3:1])[O:3][CH:4]([CH3:16])[CH2:5]2)=[N:9][CH:10]=1, predict the reactants needed to synthesize it. (2) Given the product [CH3:2][CH2:1][O:3][CH2:4][CH2:5][O:6][CH2:7][CH2:8][OH:9], predict the reactants needed to synthesize it. The reactants are: [CH2:1]([O:3][CH2:4][CH2:5][O:6][CH2:7][CH2:8][O:9]C)[CH3:2].COCCOCCOCCCC.COCCOCCOCCOC.COCCOCCOCCOCCOC.C(OCCOCCOCCOCCO)CCC. (3) Given the product [F:26][C:27]1[CH:32]=[CH:31][C:30]([N:33]2[C:37]([C:38]([OH:10])=[O:39])=[CH:36][N:35]=[C:34]2[S:44]([CH2:47][C:48]2[C:53]([F:54])=[CH:52][CH:51]=[C:50]([F:55])[C:49]=2[F:56])(=[O:45])=[O:46])=[CH:29][CH:28]=1, predict the reactants needed to synthesize it. The reactants are: CN1C=C(CN(C)C(C2N(C3C=CC(F)=CC=3)C(S)=NC=2)=[O:10])C(C)=N1.[F:26][C:27]1[CH:32]=[CH:31][C:30]([N:33]2[C:37]([C:38](N(OC)C)=[O:39])=[CH:36][N:35]=[C:34]2[S:44]([CH2:47][C:48]2[C:53]([F:54])=[CH:52][CH:51]=[C:50]([F:55])[C:49]=2[F:56])(=[O:46])=[O:45])=[CH:29][CH:28]=1.[OH-].[Li+].C1COCC1. (4) Given the product [OH:1][C:2]1[C:3]([C:17](=[N:21][NH:20][C:22]([C:24]2[S:28][C:27]([C:29]([NH:31][CH2:32][C:33]3[CH:38]=[CH:37][C:36]([C:39](=[O:44])[NH:40][CH2:41][CH2:42][OH:43])=[CH:35][CH:34]=3)=[O:30])=[CH:26][CH:25]=2)=[O:23])[CH3:18])=[CH:4][S:5][C:6]=1[C:7]1[CH:16]=[CH:15][C:14]2[CH2:13][CH2:12][CH2:11][CH2:10][C:9]=2[CH:8]=1, predict the reactants needed to synthesize it. The reactants are: [OH:1][C:2]1[C:3]([C:17](=O)[CH3:18])=[CH:4][S:5][C:6]=1[C:7]1[CH:16]=[CH:15][C:14]2[CH2:13][CH2:12][CH2:11][CH2:10][C:9]=2[CH:8]=1.[NH:20]([C:22]([C:24]1[S:28][C:27]([C:29]([NH:31][CH2:32][C:33]2[CH:38]=[CH:37][C:36]([C:39](=[O:44])[NH:40][CH2:41][CH2:42][OH:43])=[CH:35][CH:34]=2)=[O:30])=[CH:26][CH:25]=1)=[O:23])[NH2:21]. (5) Given the product [C:19]([OH:21])(=[O:25])/[CH:20]=[CH:35]\[C:34]([OH:37])=[O:36].[S:1]1[C:5]2[CH:6]=[CH:7][C:8]([CH2:10][CH2:11][O:12][CH2:13][CH2:14][CH2:15][N:17]3[CH2:20][CH:19]([OH:21])[CH2:18]3)=[CH:9][C:4]=2[CH:3]=[CH:2]1, predict the reactants needed to synthesize it. The reactants are: [S:1]1[C:5]2[CH:6]=[CH:7][C:8]([CH2:10][CH2:11][O:12][CH2:13][CH2:14][C:15]([N:17]3[CH2:20][CH:19]([OH:21])[CH2:18]3)=O)=[CH:9][C:4]=2[CH:3]=[CH:2]1.[BH4-].[Na+].S(OC)(OC)(=O)=[O:25].Cl.[OH-].[Na+].[C:34]([O:37]CC)(=[O:36])[CH3:35]. (6) Given the product [NH2:1][C:2]1[C:7]2[C:8](=[O:28])[N:9]([C:13]3[CH:14]=[CH:15][C:16]([C:30]4[C:31]([C:32]#[N:33])=[CH:34][C:35]([Cl:38])=[CH:36][CH:37]=4)=[CH:17][CH:18]=3)[CH2:10][CH2:11][O:12][C:6]=2[N:5]=[CH:4][N:3]=1, predict the reactants needed to synthesize it. The reactants are: [NH2:1][C:2]1[C:7]2[C:8](=[O:28])[N:9]([C:13]3[CH:18]=[CH:17][C:16](B4OC(C)(C)C(C)(C)O4)=[CH:15][CH:14]=3)[CH2:10][CH2:11][O:12][C:6]=2[N:5]=[CH:4][N:3]=1.Br[C:30]1[CH:37]=[CH:36][C:35]([Cl:38])=[CH:34][C:31]=1[C:32]#[N:33].P([O-])([O-])([O-])=O.[K+].[K+].[K+].C(O)C. (7) The reactants are: [CH2:1]([N:3]1[C:12]2[C:7](=[CH:8][C:9]([N+:13]([O-])=O)=[CH:10][CH:11]=2)[C:6](=[O:16])[N:5]([CH2:17][CH2:18][C:19]#[N:20])[C:4]1=[O:21])[CH3:2].[Sn](Cl)Cl. Given the product [NH2:13][C:9]1[CH:8]=[C:7]2[C:12](=[CH:11][CH:10]=1)[N:3]([CH2:1][CH3:2])[C:4](=[O:21])[N:5]([CH2:17][CH2:18][C:19]#[N:20])[C:6]2=[O:16], predict the reactants needed to synthesize it. (8) The reactants are: [NH2:1][C:2]1[CH:7]=[CH:6][C:5]([N:8]2[CH2:13][CH2:12][CH:11]([C:14]3[O:18][C:17](=[O:19])[N:16]([CH2:20][CH3:21])[N:15]=3)[CH2:10][CH2:9]2)=[C:4]([F:22])[CH:3]=1.[N+:23]([C:26]1[O:30][C:29]([CH:31]=O)=[CH:28][CH:27]=1)([O-:25])=[O:24]. Given the product [CH2:20]([N:16]1[N:15]=[C:14]([CH:11]2[CH2:12][CH2:13][N:8]([C:5]3[CH:6]=[CH:7][C:2](/[N:1]=[CH:31]/[C:29]4[O:30][C:26]([N+:23]([O-:25])=[O:24])=[CH:27][CH:28]=4)=[CH:3][C:4]=3[F:22])[CH2:9][CH2:10]2)[O:18][C:17]1=[O:19])[CH3:21], predict the reactants needed to synthesize it. (9) Given the product [NH:17]1[C:16]([C:12]2[CH:11]=[C:10]3[C:15](=[CH:14][CH:13]=2)[NH:7][N:8]=[C:9]3[C:40]2[CH:41]=[C:42]([C:43]([NH:53][C@@H:54]3[C:62]4[C:57](=[CH:58][CH:59]=[CH:60][CH:61]=4)[CH2:56][CH2:55]3)=[O:44])[CH:47]=[CH:48][CH:49]=2)=[N:20][CH:19]=[N:18]1, predict the reactants needed to synthesize it. The reactants are: O1CCCCC1[N:7]1[C:15]2[C:10](=[CH:11][C:12]([C:16]3[N:20]=[CH:19][N:18](C(C4C=CC=CC=4)(C4C=CC=CC=4)C4C=CC=CC=4)[N:17]=3)=[CH:13][CH:14]=2)[C:9]([C:40]2[CH:41]=[C:42]([CH:47]=[CH:48][CH:49]=2)[C:43](OC)=[O:44])=[N:8]1.O.[OH-].[Li+].[NH2:53][C@@H:54]1[C:62]2[C:57](=[CH:58][CH:59]=[CH:60][CH:61]=2)[CH2:56][CH2:55]1.O.ON1C2C=CC=CC=2N=N1.Cl.CN(C)CCCN=C=NCC. (10) Given the product [OH:28][CH2:27][C@H:24]1[CH2:25][CH2:26][N:22]([C:3]2[C:2]([C:33]3[CH:32]=[N:31][C:30]([CH3:29])=[N:35][CH:34]=3)=[CH:21][C:6]([C:7]([NH:9][C:10]3[CH:15]=[CH:14][C:13]([O:16][C:17]([F:20])([F:19])[F:18])=[CH:12][CH:11]=3)=[O:8])=[CH:5][N:4]=2)[CH2:23]1, predict the reactants needed to synthesize it. The reactants are: Br[C:2]1[C:3]([N:22]2[CH2:26][CH2:25][C@H:24]([CH2:27][OH:28])[CH2:23]2)=[N:4][CH:5]=[C:6]([CH:21]=1)[C:7]([NH:9][C:10]1[CH:15]=[CH:14][C:13]([O:16][C:17]([F:20])([F:19])[F:18])=[CH:12][CH:11]=1)=[O:8].[CH3:29][C:30]1[N:35]=[CH:34][C:33](B2OC(C)(C)C(C)(C)O2)=[CH:32][N:31]=1.